This data is from Reaction yield outcomes from USPTO patents with 853,638 reactions. The task is: Predict the reaction yield, written as a fraction of the theoretical maximum amount of product (1.0 means a 100% yield; for example, 0.34 means a 34% yield). (1) The reactants are [C:1]([N:8]([CH3:10])[OH:9])([O:3][C:4]([CH3:7])([CH3:6])[CH3:5])=[O:2].Cl[CH2:12][CH2:13][O:14][CH2:15][CH2:16]O.[C:18]([O-])([O-])=[O:19].[K+].[K+]. The catalyst is CN(C=O)C.[Li+].[Br-]. The product is [OH:19][CH2:18][CH2:16][CH2:15][O:14][CH2:13][CH2:12][O:9][N:8]([CH3:10])[C:1](=[O:2])[O:3][C:4]([CH3:7])([CH3:6])[CH3:5]. The yield is 0.720. (2) The reactants are CC(O)=O.[NH2:5][C:6]1[CH:7]=[C:8]2[C:13](=[CH:14][CH:15]=1)[N:12]=[C:11]([CH3:16])[C:10]([C:17]([O:19][C:20]([CH3:23])([CH3:22])[CH3:21])=[O:18])=[C:9]2[C:24]1[CH:29]=[CH:28][CH:27]=[CH:26][CH:25]=1.[CH2:30]1[C:38]2[C:33](=[CH:34][CH:35]=[CH:36][CH:37]=2)[CH2:32][C:31]1=O.[BH-](OC(C)=O)(OC(C)=O)OC(C)=O.[Na+]. The catalyst is ClCCCl. The product is [CH2:30]1[C:38]2[C:33](=[CH:34][CH:35]=[CH:36][CH:37]=2)[CH2:32][CH:31]1[NH:5][C:6]1[CH:7]=[C:8]2[C:13](=[CH:14][CH:15]=1)[N:12]=[C:11]([CH3:16])[C:10]([C:17]([O:19][C:20]([CH3:23])([CH3:21])[CH3:22])=[O:18])=[C:9]2[C:24]1[CH:29]=[CH:28][CH:27]=[CH:26][CH:25]=1. The yield is 0.710.